Predict the reactants needed to synthesize the given product. From a dataset of Retrosynthesis with 50K atom-mapped reactions and 10 reaction types from USPTO. (1) The reactants are: CS(=O)(=O)Nc1cc([C@@H](O)CN[C@H](CO)Cc2ccc(Oc3ccc4ccccc4n3)cc2)ccc1OCc1ccccc1. Given the product CS(=O)(=O)Nc1cc([C@@H](O)CN[C@H](CO)Cc2ccc(Oc3ccc4ccccc4n3)cc2)ccc1O, predict the reactants needed to synthesize it. (2) The reactants are: ClC(Cl)(Cl)Cl.OCC/C(=C(\c1ccccc1)c1ccc(OCCOCc2ccccc2)cc1)c1ccccc1. Given the product ClCC/C(=C(\c1ccccc1)c1ccc(OCCOCc2ccccc2)cc1)c1ccccc1, predict the reactants needed to synthesize it. (3) Given the product COC(=O)CCSc1cccc(C)c1, predict the reactants needed to synthesize it. The reactants are: COC(=O)CCBr.Cc1cccc(S)c1. (4) The reactants are: Cc1cn(-c2ccc3c(c2)OC(F)(F)C(F)(F)O3)c(=N)s1.O=C(Cl)C1CCC1. Given the product Cc1cn(-c2ccc3c(c2)OC(F)(F)C(F)(F)O3)/c(=N/C(=O)C2CCC2)s1, predict the reactants needed to synthesize it. (5) Given the product CC(C)(C)OC(=O)NNC(=O)Cc1ccc(F)cc1F, predict the reactants needed to synthesize it. The reactants are: CC(C)(C)OC(=O)NN.O=C(Cl)Cc1ccc(F)cc1F. (6) Given the product O=C(Nc1cccnc1)c1cnc(OCC(F)(F)F)c(C2CCCCC2)c1, predict the reactants needed to synthesize it. The reactants are: O=C(Nc1cccnc1)c1cnc(OCC(F)(F)F)c(C2=CCCCC2)c1. (7) Given the product COc1ccc(CC(C)=NO)cc1S(N)(=O)=O, predict the reactants needed to synthesize it. The reactants are: COc1ccc(CC(C)=O)cc1S(N)(=O)=O.NO.